Dataset: Full USPTO retrosynthesis dataset with 1.9M reactions from patents (1976-2016). Task: Predict the reactants needed to synthesize the given product. (1) Given the product [CH2:1]([O:8][N:9]1[C:18]2[C:13](=[CH:14][CH:15]=[CH:16][CH:17]=2)[C:12]([OH:19])=[C:11]([C:20]([NH:27][CH2:28][C:29]([O:31][CH2:32][CH3:33])=[O:30])=[O:21])[C:10]1=[O:25])[C:2]1[CH:3]=[CH:4][CH:5]=[CH:6][CH:7]=1, predict the reactants needed to synthesize it. The reactants are: [CH2:1]([O:8][N:9]1[C:18]2[C:13](=[CH:14][CH:15]=[CH:16][CH:17]=2)[C:12]([OH:19])=[C:11]([C:20](OCC)=[O:21])[C:10]1=[O:25])[C:2]1[CH:7]=[CH:6][CH:5]=[CH:4][CH:3]=1.Cl.[NH2:27][CH2:28][C:29]([O:31][CH2:32][CH3:33])=[O:30].CCN(C(C)C)C(C)C. (2) Given the product [C:1]([N:9]1[CH2:22][CH2:21][C:20]2[C:19]3[C:18]([C:23]4[CH:28]=[CH:27][CH:26]=[CH:25][C:24]=4[O:29][CH2:31][CH2:32][CH3:33])=[CH:17][CH:16]=[CH:15][C:14]=3[NH:13][C:12]=2[CH2:11][CH2:10]1)(=[O:8])[C:2]1[CH:3]=[CH:4][CH:5]=[CH:6][CH:7]=1, predict the reactants needed to synthesize it. The reactants are: [C:1]([N:9]1[CH2:22][CH2:21][C:20]2[C:19]3[C:18]([C:23]4[CH:28]=[CH:27][CH:26]=[CH:25][C:24]=4[OH:29])=[CH:17][CH:16]=[CH:15][C:14]=3[NH:13][C:12]=2[CH2:11][CH2:10]1)(=[O:8])[C:2]1[CH:7]=[CH:6][CH:5]=[CH:4][CH:3]=1.I[CH2:31][CH2:32][CH3:33].C(OCC)(=O)C.CCCCCC. (3) Given the product [Cl:11][C:4]1[N:3]=[C:2]([NH:12][CH:13]([CH2:14][C:15]([O:17][CH2:18][CH3:19])=[O:16])[CH2:20][C:21]([O:23][CH2:24][CH3:25])=[O:22])[C:7]([N+:8]([O-:10])=[O:9])=[CH:6][CH:5]=1, predict the reactants needed to synthesize it. The reactants are: Cl[C:2]1[C:7]([N+:8]([O-:10])=[O:9])=[CH:6][CH:5]=[C:4]([Cl:11])[N:3]=1.[NH2:12][CH:13]([CH2:20][C:21]([O:23][CH2:24][CH3:25])=[O:22])[CH2:14][C:15]([O:17][CH2:18][CH3:19])=[O:16].C([O-])(O)=O.[Na+]. (4) The reactants are: [Cl:1][C:2]1[CH:7]=[C:6]([CH3:8])[CH:5]=[C:4]([CH3:9])[C:3]=1[N:10]1[CH2:15][CH2:14][CH2:13][C:12]2=[C:16]([NH2:20])[N:17]([CH3:19])[N:18]=[C:11]12.[CH3:21][CH2:22][CH2:23][C:24](=O)[CH2:25][CH2:26][CH3:27].C(O[BH-](OC(=O)C)OC(=O)C)(=O)C.[Na+]. Given the product [Cl:1][C:2]1[CH:7]=[C:6]([CH3:8])[CH:5]=[C:4]([CH3:9])[C:3]=1[N:10]1[CH2:15][CH2:14][CH2:13][C:12]2=[C:16]([NH:20][CH:24]([CH2:25][CH2:26][CH3:27])[CH2:23][CH2:22][CH3:21])[N:17]([CH3:19])[N:18]=[C:11]12, predict the reactants needed to synthesize it. (5) Given the product [CH2:17]([NH:24][CH:2]1[CH2:16][CH:5]2[CH2:6][N:7]([C:9]([O:11][C:12]([CH3:15])([CH3:14])[CH3:13])=[O:10])[CH2:8][CH:4]2[CH2:3]1)[C:18]1[CH:23]=[CH:22][CH:21]=[CH:20][CH:19]=1, predict the reactants needed to synthesize it. The reactants are: O=[C:2]1[CH2:16][CH:5]2[CH2:6][N:7]([C:9]([O:11][C:12]([CH3:15])([CH3:14])[CH3:13])=[O:10])[CH2:8][CH:4]2[CH2:3]1.[CH2:17]([NH2:24])[C:18]1[CH:23]=[CH:22][CH:21]=[CH:20][CH:19]=1.CC(O)=O.[BH-](OC(C)=O)(OC(C)=O)OC(C)=O.[Na+]. (6) The reactants are: C([O:3][C:4](=[O:39])[C@@H:5]([O:37][CH3:38])[CH2:6][C:7]1[CH:12]=[CH:11][C:10]([O:13][CH2:14][CH2:15][CH2:16][O:17][C:18]2[CH:23]=[CH:22][C:21]([C:24]3[C:29]4[S:30][C:31]5[CH:36]=[CH:35][CH:34]=[CH:33][C:32]=5[C:28]=4[CH:27]=[CH:26][CH:25]=3)=[CH:20][CH:19]=2)=[CH:9][CH:8]=1)C.[OH-].[Na+]. Given the product [CH:27]1[C:28]2[C:32]3[CH:33]=[CH:34][CH:35]=[CH:36][C:31]=3[S:30][C:29]=2[C:24]([C:21]2[CH:20]=[CH:19][C:18]([O:17][CH2:16][CH2:15][CH2:14][O:13][C:10]3[CH:9]=[CH:8][C:7]([CH2:6][C@H:5]([O:37][CH3:38])[C:4]([OH:39])=[O:3])=[CH:12][CH:11]=3)=[CH:23][CH:22]=2)=[CH:25][CH:26]=1, predict the reactants needed to synthesize it. (7) Given the product [NH:1]1[C:5]2[CH:6]=[CH:7][CH:8]=[CH:9][C:4]=2[N:3]=[C:2]1[C:10]([C:12]1[CH:13]=[CH:14][C:15]([O:18][C:19]2[C:24]([C:25]3[C:26](=[O:31])[NH:27][CH:28]=[CH:29][CH:30]=3)=[N:23][CH:22]=[CH:21][N:20]=2)=[CH:16][CH:17]=1)=[O:11], predict the reactants needed to synthesize it. The reactants are: [NH:1]1[C:5]2[CH:6]=[CH:7][CH:8]=[CH:9][C:4]=2[N:3]=[C:2]1[C:10]([C:12]1[CH:17]=[CH:16][C:15]([O:18][C:19]2[C:24]([C:25]3[C:26]([O:31]CC4C=CC(OC)=CC=4)=[N:27][CH:28]=[CH:29][CH:30]=3)=[N:23][CH:22]=[CH:21][N:20]=2)=[CH:14][CH:13]=1)=[O:11].C(C1C(=O)C(Cl)=C(Cl)C(=O)C=1C#N)#N.O1CCOCC1. (8) Given the product [ClH:50].[ClH:50].[NH2:7][CH:8]1[C:26](=[O:27])[N:25]2[CH:21]([CH2:22][CH:23]([O:28][C:29]3[C:38]4[C:33](=[CH:34][CH:35]=[CH:36][CH:37]=4)[CH:32]=[CH:31][N:30]=3)[CH2:24]2)[C:20](=[O:39])[NH:19][C:18]2([C:40]([NH:42][S:43]([CH:46]3[CH2:47][CH2:48]3)(=[O:44])=[O:45])=[O:41])[CH:16]([CH2:17]2)[CH:15]=[CH:14][CH2:13][CH2:12][CH2:11][CH2:10][CH2:9]1, predict the reactants needed to synthesize it. The reactants are: C(OC(=O)[NH:7][CH:8]1[C:26](=[O:27])[N:25]2[CH:21]([CH2:22][CH:23]([O:28][C:29]3[C:38]4[C:33](=[CH:34][CH:35]=[CH:36][CH:37]=4)[CH:32]=[CH:31][N:30]=3)[CH2:24]2)[C:20](=[O:39])[NH:19][C:18]2([C:40]([NH:42][S:43]([CH:46]3[CH2:48][CH2:47]3)(=[O:45])=[O:44])=[O:41])[CH:16]([CH2:17]2)[CH:15]=[CH:14][CH2:13][CH2:12][CH2:11][CH2:10][CH2:9]1)(C)(C)C.[ClH:50].O1CCOCC1. (9) Given the product [CH3:11][Si:10]([C:9]#[C:8][C:5]1[CH:6]=[CH:7][C:2]([C:15]#[C:14][C:16]2[CH:21]=[CH:20][C:19]([NH2:22])=[CH:18][CH:17]=2)=[CH:3][CH:4]=1)([CH3:13])[CH3:12], predict the reactants needed to synthesize it. The reactants are: I[C:2]1[CH:7]=[CH:6][C:5]([C:8]#[C:9][Si:10]([CH3:13])([CH3:12])[CH3:11])=[CH:4][CH:3]=1.[C:14]([C:16]1[CH:21]=[CH:20][C:19]([NH2:22])=[CH:18][CH:17]=1)#[CH:15].C1COCC1. (10) Given the product [OH:11][N:10]=[C:9]([Cl:15])[C:8]1[CH:12]=[CH:13][CH:14]=[C:6]([N:1]2[CH:5]=[N:4][CH:3]=[N:2]2)[CH:7]=1, predict the reactants needed to synthesize it. The reactants are: [N:1]1([C:6]2[CH:7]=[C:8]([CH:12]=[CH:13][CH:14]=2)[CH:9]=[N:10][OH:11])[CH:5]=[N:4][CH:3]=[N:2]1.[ClH:15].[O-]Cl.[Na+].